This data is from Catalyst prediction with 721,799 reactions and 888 catalyst types from USPTO. The task is: Predict which catalyst facilitates the given reaction. (1) Reactant: [CH3:1][N:2]1[CH2:7][C:6](=[O:8])[NH:5][C:4]2[CH:9]=[C:10]([C:13](OC)=[O:14])[CH:11]=[N:12][C:3]1=2.[H-].[Na+].[H-].[Al+3].[Li+].[H-].[H-].[H-].CO. Product: [OH:14][CH2:13][C:10]1[CH:11]=[N:12][C:3]2[N:2]([CH3:1])[CH2:7][C:6](=[O:8])[NH:5][C:4]=2[CH:9]=1. The catalyst class is: 253. (2) Reactant: [Cl:1][C:2]1[C:11]2[C:6](=[CH:7][C:8]([O:17][CH2:18][CH2:19][O:20][CH3:21])=[C:9]([O:12][CH2:13][CH2:14][O:15][CH3:16])[CH:10]=2)[N:5]=[CH:4][N:3]=1.[NH2:22][C:23]1[CH:24]=[C:25]([C:29]#[CH:30])[CH:26]=[CH:27][CH:28]=1.C(O)(=O)C1C=CC=CC=1. Product: [CH3:16][O:15][CH2:14][CH2:13][O:12][C:9]1[CH:10]=[C:11]2[C:2]([NH:22][C:23]3[CH:28]=[CH:27][CH:26]=[C:25]([C:29]#[CH:30])[CH:24]=3)=[N:3][CH:4]=[N:5][C:6]2=[CH:7][C:8]=1[O:17][CH2:18][CH2:19][O:20][CH3:21].[ClH:1]. The catalyst class is: 5. (3) Reactant: [Cl:1][C:2]1[CH:7]=[C:6]([C:8]([F:11])([F:10])[F:9])[CH:5]=[CH:4][C:3]=1[OH:12].C(=O)([O-])[O-].[K+].[K+].[Cl:19][C:20]1[C:26](Cl)=[CH:25][C:23]([NH2:24])=[C:22]([N+:28]([O-:30])=[O:29])[CH:21]=1. Product: [Cl:19][C:20]1[C:26]([O:12][C:3]2[CH:4]=[CH:5][C:6]([C:8]([F:10])([F:11])[F:9])=[CH:7][C:2]=2[Cl:1])=[CH:25][C:23]([NH2:24])=[C:22]([N+:28]([O-:30])=[O:29])[CH:21]=1. The catalyst class is: 16. (4) Reactant: [CH3:1][O:2][C:3]1[CH:12]=[CH:11][C:6]([C:7](OC)=[O:8])=[CH:5][N:4]=1.[BH4-].[Na+]. Product: [CH3:1][O:2][C:3]1[N:4]=[CH:5][C:6]([CH2:7][OH:8])=[CH:11][CH:12]=1. The catalyst class is: 5. (5) Reactant: Br[C:2]1[S:6][C:5]([O:7][CH:8]2[CH:13]3[CH2:14][CH2:15][N:10]([CH2:11][CH2:12]3)[CH2:9]2)=[N:4][CH:3]=1.[C:16]1(B(O)[OH:23])[CH:21]=[CH:20][CH:19]=[CH:18][CH:17]=1.[C:25](=[O:28])([O-:27])[O-].[K+].[K+].C(O)CCO.[OH-].[Na+]. Product: [NH3:4].[C:8]([OH:7])(=[O:23])/[CH:13]=[CH:14]/[C:25]([OH:27])=[O:28].[C:16]1([C:2]2[S:6][C:5]([O:7][CH:8]3[CH:13]4[CH2:14][CH2:15][N:10]([CH2:11][CH2:12]4)[CH2:9]3)=[N:4][CH:3]=2)[CH:21]=[CH:20][CH:19]=[CH:18][CH:17]=1. The catalyst class is: 276. (6) Reactant: [N:1]1[C:9]([NH2:10])=[C:8]2[C:4]([N:5]=[CH:6][NH:7]2)=[N:3][CH:2]=1.C1(=O)O[CH2:14][CH2:13][O:12]1.[OH-].[Na+].C1(C)C=CC=CC=1. Product: [OH:12][CH2:13][CH2:14][N:5]1[CH:6]=[N:7][C:8]2[C:4]1=[N:3][CH:2]=[N:1][C:9]=2[NH2:10]. The catalyst class is: 3.